From a dataset of Forward reaction prediction with 1.9M reactions from USPTO patents (1976-2016). Predict the product of the given reaction. Given the reactants [Br-].[CH2:2]([P+](C1C=CC=CC=1)(C1C=CC=CC=1)C1C=CC=CC=1)[CH2:3][CH3:4].[CH3:24][C:25]1([CH3:43])[CH:34]([N:35]2[C:39]([CH:40]=O)=[CH:38][N:37]=[CH:36]2)[C:33]2[C:28](=[CH:29][CH:30]=[CH:31][CH:32]=2)[C:27](=[O:42])[O:26]1, predict the reaction product. The product is: [CH:40]([C:39]1[N:35]([CH:34]2[C:33]3[C:28](=[CH:29][CH:30]=[CH:31][CH:32]=3)[C:27](=[O:42])[O:26][C:25]2([CH3:43])[CH3:24])[CH:36]=[N:37][CH:38]=1)=[CH:2][CH2:3][CH3:4].